From a dataset of Full USPTO retrosynthesis dataset with 1.9M reactions from patents (1976-2016). Predict the reactants needed to synthesize the given product. (1) Given the product [N:1]1[CH:6]=[CH:5][CH:4]=[C:3]([C:7]2[S:11][C:10]([C:12](=[N:14][O:15][C:23]3[N:28]=[CH:27][CH:26]=[CH:25][N:24]=3)[CH3:13])=[N:9][N:8]=2)[CH:2]=1, predict the reactants needed to synthesize it. The reactants are: [N:1]1[CH:6]=[CH:5][CH:4]=[C:3]([C:7]2[S:11][C:10]([C:12](=[N:14][OH:15])[CH3:13])=[N:9][N:8]=2)[CH:2]=1.C(=O)([O-])[O-].[Cs+].[Cs+].Cl[C:23]1[N:28]=[CH:27][CH:26]=[CH:25][N:24]=1. (2) Given the product [C:1]([C:3]1[CH:4]=[CH:5][C:6]([CH:9]2[CH2:14][CH2:13][N:12]([C:15]([C:17]3[CH:18]=[CH:19][C:20]([CH3:33])=[C:21]([NH:23][S:24]([CH:27]4[CH2:28][CH2:29][N:30]([S:37]([CH:35]([CH3:36])[CH3:34])(=[O:39])=[O:38])[CH2:31][CH2:32]4)(=[O:26])=[O:25])[CH:22]=3)=[O:16])[CH2:11][CH2:10]2)=[CH:7][CH:8]=1)#[N:2], predict the reactants needed to synthesize it. The reactants are: [C:1]([C:3]1[CH:8]=[CH:7][C:6]([CH:9]2[CH2:14][CH2:13][N:12]([C:15]([C:17]3[CH:18]=[CH:19][C:20]([CH3:33])=[C:21]([NH:23][S:24]([CH:27]4[CH2:32][CH2:31][NH:30][CH2:29][CH2:28]4)(=[O:26])=[O:25])[CH:22]=3)=[O:16])[CH2:11][CH2:10]2)=[CH:5][CH:4]=1)#[N:2].[CH3:34][CH:35]([S:37](Cl)(=[O:39])=[O:38])[CH3:36]. (3) The reactants are: [I:1]I.[CH3:3][O:4][C:5]1[CH:10]=[CH:9][C:8]([C:11]2[CH:16]=[CH:15][CH:14]=[CH:13][C:12]=2[CH3:17])=[C:7]([F:18])[CH:6]=1. Given the product [CH3:3][O:4][C:5]1[C:10]([I:1])=[CH:9][C:8]([C:11]2[CH:16]=[CH:15][CH:14]=[CH:13][C:12]=2[CH3:17])=[C:7]([F:18])[CH:6]=1, predict the reactants needed to synthesize it. (4) The reactants are: [CH2:1]([O:8][C@@H:9]1[C@@H:15]([O:16][CH2:17][C:18]2[CH:23]=[CH:22][CH:21]=[CH:20][CH:19]=2)[C@H:14]([O:24][CH2:25][C:26]2[CH:31]=[CH:30][CH:29]=[CH:28][CH:27]=2)[C@@H:13]([CH2:32][O:33][CH2:34][C:35]2[CH:40]=[CH:39][CH:38]=[CH:37][CH:36]=2)[O:12][CH:10]1[OH:11])[C:2]1[CH:7]=[CH:6][CH:5]=[CH:4][CH:3]=1.CC(C)([O-])C.[K+].C([O:51][C:52](=[O:55])[CH2:53]Br)(C)(C)C.C1(C)C=CC=CC=1. Given the product [CH2:1]([O:8][C@@H:9]1[C@@H:15]([O:16][CH2:17][C:18]2[CH:23]=[CH:22][CH:21]=[CH:20][CH:19]=2)[C@H:14]([O:24][CH2:25][C:26]2[CH:27]=[CH:28][CH:29]=[CH:30][CH:31]=2)[C@@H:13]([CH2:32][O:33][CH2:34][C:35]2[CH:36]=[CH:37][CH:38]=[CH:39][CH:40]=2)[O:12][CH:10]1[O:11][CH2:53][C:52]([OH:55])=[O:51])[C:2]1[CH:3]=[CH:4][CH:5]=[CH:6][CH:7]=1, predict the reactants needed to synthesize it.